Dataset: Full USPTO retrosynthesis dataset with 1.9M reactions from patents (1976-2016). Task: Predict the reactants needed to synthesize the given product. Given the product [OH:8][CH:9]([C:11]1[O:12][C:13]([CH2:16][N:17]2[CH:21]=[CH:20][C:19]([NH:22][C:23]([C:25]3[N:26]=[CH:27][O:28][C:29]=3[C:30]3[CH:35]=[CH:34][CH:33]=[CH:32][CH:31]=3)=[O:24])=[N:18]2)=[CH:14][N:15]=1)[CH3:10], predict the reactants needed to synthesize it. The reactants are: N#N.C([Si](C)(C)[O:8][CH:9]([C:11]1[O:12][C:13]([CH2:16][N:17]2[CH:21]=[CH:20][C:19]([NH:22][C:23]([C:25]3[N:26]=[CH:27][O:28][C:29]=3[C:30]3[CH:35]=[CH:34][CH:33]=[CH:32][CH:31]=3)=[O:24])=[N:18]2)=[CH:14][N:15]=1)[CH3:10])(C)(C)C.CCCC[N+](CCCC)(CCCC)CCCC.[F-].